This data is from Forward reaction prediction with 1.9M reactions from USPTO patents (1976-2016). The task is: Predict the product of the given reaction. Given the reactants [Cl-:1].[CH2:2]1[CH2:7][CH2:6][C:5]([CH2:12][NH2:13])([CH2:8][C:9]([OH:11])=[O:10])[CH2:4][CH2:3]1, predict the reaction product. The product is: [CH2:2]1[CH2:3][CH2:4][C:5]([CH2:12][NH2:13])([CH2:8][C:9]([OH:11])=[O:10])[CH2:6][CH2:7]1.[ClH:1].